This data is from Catalyst prediction with 721,799 reactions and 888 catalyst types from USPTO. The task is: Predict which catalyst facilitates the given reaction. (1) Reactant: [C:1]([C:9]1[CH:33]=[CH:32][C:12]([O:13][CH2:14][CH2:15][CH2:16][C:17]#[C:18][C:19]2[CH:24]=[CH:23][C:22]([CH2:25][C@H:26]([O:30][CH3:31])[C:27]([OH:29])=[O:28])=[CH:21][CH:20]=2)=[CH:11][CH:10]=1)(=O)[C:2]1[CH:7]=[CH:6][CH:5]=[CH:4][CH:3]=1.[NH2:34][OH:35]. Product: [OH:35][N:34]=[C:1]([C:2]1[CH:7]=[CH:6][CH:5]=[CH:4][CH:3]=1)[C:9]1[CH:33]=[CH:32][C:12]([O:13][CH2:14][CH2:15][CH2:16][C:17]#[C:18][C:19]2[CH:24]=[CH:23][C:22]([CH2:25][C@H:26]([O:30][CH3:31])[C:27]([OH:29])=[O:28])=[CH:21][CH:20]=2)=[CH:11][CH:10]=1. The catalyst class is: 8. (2) Reactant: Cl[C:2]1[CH:11]=[CH:10][C:5]([C:6]([O:8][CH3:9])=[O:7])=[CH:4][C:3]=1[N+:12]([O-:14])=[O:13].[CH:15]1([NH2:21])[CH2:20][CH2:19][CH2:18][CH2:17][CH2:16]1.C(N(CC)CC)C. Product: [CH:15]1([NH:21][C:2]2[CH:11]=[CH:10][C:5]([C:6]([O:8][CH3:9])=[O:7])=[CH:4][C:3]=2[N+:12]([O-:14])=[O:13])[CH2:20][CH2:19][CH2:18][CH2:17][CH2:16]1. The catalyst class is: 10.